Task: Regression. Given a peptide amino acid sequence and an MHC pseudo amino acid sequence, predict their binding affinity value. This is MHC class I binding data.. Dataset: Peptide-MHC class I binding affinity with 185,985 pairs from IEDB/IMGT (1) The peptide sequence is SLTALSAGV. The MHC is HLA-A68:02 with pseudo-sequence HLA-A68:02. The binding affinity (normalized) is 0.562. (2) The peptide sequence is EFFDTEPQL. The MHC is HLA-A01:01 with pseudo-sequence HLA-A01:01. The binding affinity (normalized) is 0.0847. (3) The peptide sequence is EFDNYRGTI. The MHC is HLA-B35:01 with pseudo-sequence HLA-B35:01. The binding affinity (normalized) is 0.0847. (4) The MHC is Mamu-B01 with pseudo-sequence Mamu-B01. The binding affinity (normalized) is 0. The peptide sequence is LEVQGYWHL. (5) The peptide sequence is RRQDILDLWI. The MHC is HLA-B40:02 with pseudo-sequence HLA-B40:02. The binding affinity (normalized) is 0.278. (6) The peptide sequence is NETTQALQL. The MHC is HLA-A29:02 with pseudo-sequence HLA-A29:02. The binding affinity (normalized) is 0.0847.